Regression/Classification. Given a drug SMILES string, predict its absorption, distribution, metabolism, or excretion properties. Task type varies by dataset: regression for continuous measurements (e.g., permeability, clearance, half-life) or binary classification for categorical outcomes (e.g., BBB penetration, CYP inhibition). For this dataset (lipophilicity_astrazeneca), we predict Y. From a dataset of Experimental lipophilicity measurements (octanol/water distribution) for 4,200 compounds from AstraZeneca. (1) The drug is CC(C)[C@@H](CN1CCCCC1)N(C)C(=O)Cc1ccc(Cl)c(Cl)c1. The Y is 2.87 logD. (2) The drug is CC[C@H](NC(=O)c1c(N)c(-c2ccccc2)nc2ccccc12)c1ccccc1. The Y is 3.89 logD. (3) The molecule is CC(C)[C@H]1C(=O)N[C@H](CO)Cc2ccccc2N1C. The Y is 2.03 logD. (4) The drug is COc1cc2ncnc(NCc3ccccc3)c2cc1OC. The Y is 3.29 logD.